From a dataset of Full USPTO retrosynthesis dataset with 1.9M reactions from patents (1976-2016). Predict the reactants needed to synthesize the given product. The reactants are: [Br:1][C:2]1[CH:3]=[C:4]([C@:9]2([CH3:18])[CH2:14][CH:13](OC)[S:12][C:11]([NH2:17])=[N:10]2)[C:5]([F:8])=[N:6][CH:7]=1.C(Cl)Cl.[OH-].[Na+]. Given the product [Br:1][C:2]1[CH:3]=[C:4]([C@:9]2([CH3:18])[CH:14]=[CH:13][S:12][C:11]([NH2:17])=[N:10]2)[C:5]([F:8])=[N:6][CH:7]=1, predict the reactants needed to synthesize it.